This data is from Forward reaction prediction with 1.9M reactions from USPTO patents (1976-2016). The task is: Predict the product of the given reaction. (1) Given the reactants [Cl:1][C:2]1[CH:17]=[CH:16][C:5]([CH2:6][CH2:7][O:8][C:9]2[N:10]=[N:11][C:12](I)=[CH:13][CH:14]=2)=[CH:4][CH:3]=1.[C:18]([C:21]1[CH:22]=[C:23](B(O)O)[CH:24]=[CH:25][CH:26]=1)([OH:20])=[O:19].C(=O)([O-])[O-].[Na+].[Na+], predict the reaction product. The product is: [Cl:1][C:2]1[CH:17]=[CH:16][C:5]([CH2:6][CH2:7][O:8][C:9]2[N:10]=[N:11][C:12]([C:25]3[CH:26]=[C:21]([CH:22]=[CH:23][CH:24]=3)[C:18]([OH:20])=[O:19])=[CH:13][CH:14]=2)=[CH:4][CH:3]=1. (2) Given the reactants Cl.O.C([O:5][C:6](=[O:42])[CH2:7][NH:8][C:9]([C:11]1[N:12]([C:32]2[CH:37]=[CH:36][C:35]([O:38][CH:39]([CH3:41])[CH3:40])=[CH:34][CH:33]=2)[C:13]2[C:18]([C:19]=1[Cl:20])=[CH:17][C:16]([O:21][C:22]1[CH:27]=[CH:26][C:25]([C:28]([F:31])([F:30])[F:29])=[CH:24][CH:23]=1)=[CH:15][CH:14]=2)=[O:10])C, predict the reaction product. The product is: [Cl:20][C:19]1[C:18]2[C:13](=[CH:14][CH:15]=[C:16]([O:21][C:22]3[CH:27]=[CH:26][C:25]([C:28]([F:31])([F:29])[F:30])=[CH:24][CH:23]=3)[CH:17]=2)[N:12]([C:32]2[CH:37]=[CH:36][C:35]([O:38][CH:39]([CH3:41])[CH3:40])=[CH:34][CH:33]=2)[C:11]=1[C:9]([NH:8][CH2:7][C:6]([OH:42])=[O:5])=[O:10]. (3) Given the reactants C[N:2](C)[CH:3]=[CH:4][C:5]([C:7]1[C:12](=[O:13])[CH:11]=[CH:10][N:9]([C:14]2[CH:19]=[CH:18][CH:17]=[CH:16][C:15]=2[N:20]2[CH2:25][CH2:24][O:23][CH2:22][CH2:21]2)[N:8]=1)=O.[C:27]1([NH:33]N)[CH:32]=[CH:31][CH:30]=[CH:29][CH:28]=1, predict the reaction product. The product is: [N:20]1([C:15]2[CH:16]=[CH:17][CH:18]=[CH:19][C:14]=2[N:9]2[CH:10]=[CH:11][C:12](=[O:13])[C:7]([C:5]3[N:33]([C:27]4[CH:32]=[CH:31][CH:30]=[CH:29][CH:28]=4)[N:2]=[CH:3][CH:4]=3)=[N:8]2)[CH2:21][CH2:22][O:23][CH2:24][CH2:25]1.